This data is from Full USPTO retrosynthesis dataset with 1.9M reactions from patents (1976-2016). The task is: Predict the reactants needed to synthesize the given product. (1) The reactants are: Br[C:2]1[CH:3]=[CH:4][C:5]2[CH:9]=[CH:8][S:7][C:6]=2[CH:10]=1.C[Si]([N-:15][Si](C)(C)C)(C)C.[Li+].Cl.[OH-].[Na+]. Given the product [S:7]1[CH:8]=[CH:9][C:5]2[CH:4]=[CH:3][C:2]([NH2:15])=[CH:10][C:6]1=2, predict the reactants needed to synthesize it. (2) Given the product [CH2:1]([O:3][C:4](=[O:20])[C:5]1[CH:6]=[C:7]([C:16]([F:19])([F:18])[F:17])[CH:8]=[C:9]([S:11][C:12]2[C:26]3[C:25](=[CH:24][C:23]([Cl:22])=[CH:28][CH:27]=3)[NH:29][C:13]=2[CH3:14])[CH:10]=1)[CH3:2], predict the reactants needed to synthesize it. The reactants are: [CH2:1]([O:3][C:4](=[O:20])[C:5]1[CH:10]=[C:9]([S:11][CH2:12][C:13](=O)[CH3:14])[CH:8]=[C:7]([C:16]([F:19])([F:18])[F:17])[CH:6]=1)[CH3:2].Cl.[Cl:22][C:23]1[CH:24]=[C:25]([NH:29]N)[CH:26]=[CH:27][CH:28]=1. (3) Given the product [ClH:12].[F:1][C:2]1[CH:7]=[CH:6][C:5]([C:13]2[CH:14]=[C:15]([CH2:19][N:20]3[CH:24]=[CH:23][N:22]=[C:21]3[CH3:25])[N:16]=[N:17][CH:18]=2)=[CH:4][C:3]=1[CH3:11], predict the reactants needed to synthesize it. The reactants are: [F:1][C:2]1[CH:7]=[CH:6][C:5](B(O)O)=[CH:4][C:3]=1[CH3:11].[Cl:12][C:13]1[CH:14]=[C:15]([CH2:19][N:20]2[CH:24]=[CH:23][N:22]=[C:21]2[CH3:25])[N:16]=[N:17][CH:18]=1. (4) Given the product [Br-:10].[CH2:11]([C:31]1[C:30]2[C:25](=[CH:26][CH:27]=[CH:28][CH:29]=2)[CH:24]=[C:23]([CH3:22])[C:32]=1[N+:3]1[C:2]([Cl:1])=[C:6]([Cl:7])[NH:5][CH:4]=1)[CH2:12][CH2:13][CH2:14][CH2:15][CH2:16][CH2:17][CH3:18], predict the reactants needed to synthesize it. The reactants are: [Cl:1][C:2]1[N:3]=[CH:4][NH:5][C:6]=1[Cl:7].[OH-].[K+].[Br:10][CH2:11][CH2:12][CH2:13][CH2:14][CH2:15][CH2:16][CH2:17][CH3:18].[K+].[Br-].Br[CH2:22][C:23]1[CH:32]=[CH:31][C:30]2[C:25](=[CH:26][CH:27]=[CH:28][CH:29]=2)[CH:24]=1. (5) Given the product [F:25][C:26]1[CH:27]=[CH:28][C:29]([CH2:30][N:31]2[CH2:35][CH2:34][N:33]([C:36]3[S:40][C:39]([C:41]([NH:56][CH2:55][C:52]4[CH:51]=[N:50][C:49]([CH3:48])=[CH:54][N:53]=4)=[O:43])=[C:38]([CH3:44])[CH:37]=3)[C:32]2=[O:45])=[CH:46][CH:47]=1, predict the reactants needed to synthesize it. The reactants are: CC1C=C(N2CCN(CCOC3C=CC=CC=3)C2=O)SC=1C(O)=O.[F:25][C:26]1[CH:47]=[CH:46][C:29]([CH2:30][N:31]2[CH2:35][CH2:34][N:33]([C:36]3[S:40][C:39]([C:41]([OH:43])=O)=[C:38]([CH3:44])[CH:37]=3)[C:32]2=[O:45])=[CH:28][CH:27]=1.[CH3:48][C:49]1[N:50]=[CH:51][C:52]([CH2:55][NH2:56])=[N:53][CH:54]=1. (6) Given the product [NH2:7][CH2:8][C@@H:9]1[CH2:14][CH2:13][C@H:12]([CH2:15][NH:16][C:17]2[N:22]=[C:21]([C:23]3[S:27][C:26]4[CH:28]=[CH:29][CH:30]=[CH:31][C:25]=4[CH:24]=3)[CH:20]=[CH:19][N:18]=2)[CH2:11][CH2:10]1, predict the reactants needed to synthesize it. The reactants are: C(OC(=O)[NH:7][CH2:8][C@H:9]1[CH2:14][CH2:13][C@@H:12]([CH2:15][NH:16][C:17]2[N:22]=[C:21]([C:23]3[S:27][C:26]4[CH:28]=[CH:29][CH:30]=[CH:31][C:25]=4[CH:24]=3)[CH:20]=[CH:19][N:18]=2)[CH2:11][CH2:10]1)(C)(C)C.Cl. (7) Given the product [NH2:7][C:8]1[CH2:13][N:12]([C:39](=[O:40])[CH2:38][O:37][CH3:36])[CH2:11][C:10]([C:17]2[CH:22]=[C:21]([NH:23][C:24]([C:26]3[C:31]([CH3:32])=[CH:30][C:29]([Br:33])=[CH:28][N:27]=3)=[O:25])[CH:20]=[CH:19][C:18]=2[F:34])([CH:14]([F:16])[F:15])[N:9]=1, predict the reactants needed to synthesize it. The reactants are: C(OC(=O)[NH:7][C:8]1[CH2:13][NH:12][CH2:11][C:10]([C:17]2[CH:22]=[C:21]([NH:23][C:24]([C:26]3[C:31]([CH3:32])=[CH:30][C:29]([Br:33])=[CH:28][N:27]=3)=[O:25])[CH:20]=[CH:19][C:18]=2[F:34])([CH:14]([F:16])[F:15])[N:9]=1)(C)(C)C.[CH3:36][O:37][CH2:38][C:39](Cl)=[O:40].C(Cl)Cl.N. (8) Given the product [NH2:18][C:11]1[CH:12]=[C:13]([CH:16]=[CH:17][C:10]=1[S:9][C:3]1[CH:4]=[C:5]([Cl:8])[CH:6]=[CH:7][C:2]=1[Cl:1])[C:14]#[N:15], predict the reactants needed to synthesize it. The reactants are: [Cl:1][C:2]1[CH:7]=[CH:6][C:5]([Cl:8])=[CH:4][C:3]=1[S:9][C:10]1[CH:17]=[CH:16][C:13]([C:14]#[N:15])=[CH:12][C:11]=1[N+:18]([O-])=O.S(S([O-])=O)([O-])=O.[Na+].[Na+].CCOC(C)=O. (9) Given the product [Cl:8][C:9]1[CH:10]=[C:11]([C:19]2[O:23][N:22]=[C:21]([C:24]3[CH:32]=[C:31]4[C:27]([C:28]([CH2:34][CH2:35][C:36]([OH:38])=[O:37])=[CH:29][N:30]4[CH3:33])=[CH:26][CH:25]=3)[N:20]=2)[CH:12]=[CH:13][C:14]=1[O:15][CH:16]([CH3:18])[CH3:17], predict the reactants needed to synthesize it. The reactants are: FC(F)(F)C(O)=O.[Cl:8][C:9]1[CH:10]=[C:11]([C:19]2[O:23][N:22]=[C:21]([C:24]3[CH:32]=[C:31]4[C:27]([C:28]([CH2:34][CH2:35][C:36]([O:38]C(C)(C)C)=[O:37])=[CH:29][N:30]4[CH3:33])=[CH:26][CH:25]=3)[N:20]=2)[CH:12]=[CH:13][C:14]=1[O:15][CH:16]([CH3:18])[CH3:17]. (10) Given the product [NH:10]1[CH2:11][CH2:12][CH:7]([C:2]2[CH:3]=[CH:4][CH:5]=[CH:6][N:1]=2)[CH2:8][CH2:9]1, predict the reactants needed to synthesize it. The reactants are: [N:1]1[CH:6]=[CH:5][CH:4]=[CH:3][C:2]=1[CH:7]1[CH2:12][CH2:11][N:10](C(OC(C)(C)C)=O)[CH2:9][CH2:8]1.Cl.